From a dataset of Experimentally validated miRNA-target interactions with 360,000+ pairs, plus equal number of negative samples. Binary Classification. Given a miRNA mature sequence and a target amino acid sequence, predict their likelihood of interaction. (1) The miRNA is hsa-miR-2276-3p with sequence UCUGCAAGUGUCAGAGGCGAGG. The protein sequence of the target gene is MGEEGPPSLEYIQAKDLFPPKELVKEEENLQVPFTVLQGEGVEFLGRATDALIAISNYRLHIKFKDSVINVPLRMIDSVESRDMFQLHIACKDSKVVRCHFSTFKQCQEWLSRLSRATARPAKPEDLFAFAYHAWCLGLTEEDQHTHLCQPGEHIRCRQEAELARMGFDLQNVWRVSHINSNYKLCPSYPQKLLVPVWITDKELENVASFRSWKRIPVVVYRHLRNGAAIARCSQPEISWWGWRNADDEYLVTSIAKACALDPGTRASGGSLSTGTNDASEACDTDFDSSLTACSGVEST.... Result: 0 (no interaction). (2) The miRNA is hsa-miR-4753-3p with sequence UUCUCUUUCUUUAGCCUUGUGU. The protein sequence of the target gene is MRLWKARVLKLVLKTAKDSRLGLNSKWLSLKLGDAGNPRSLAIRFILTNYNKLSIQSWFSLRRVEIISNNSIQAVFNPTGVYAPSGYSYRCQRVGSLQQDQALLLPSDTDDGSSLWEVTFIDFQIQGFAIKGGRFTKAQDCASSFSPAFLIGLAMSLILLLVLAYALHMLIYLRYLDQQYDLIASPAHFSQLKARDTAEEKELLRSQGAECYKLRSQQISKIYV. Result: 1 (interaction).